Dataset: Catalyst prediction with 721,799 reactions and 888 catalyst types from USPTO. Task: Predict which catalyst facilitates the given reaction. (1) Reactant: [O:1]1[CH2:5][CH2:4][CH2:3][C@@H:2]1[CH2:6][OH:7].[CH3:8][C:9]1[CH:14]=[CH:13][C:12]([S:15](Cl)(=[O:17])=[O:16])=[CH:11][CH:10]=1. Product: [CH3:8][C:9]1[CH:14]=[CH:13][C:12]([S:15]([O:7][CH2:6][C@H:2]2[CH2:3][CH2:4][CH2:5][O:1]2)(=[O:17])=[O:16])=[CH:11][CH:10]=1. The catalyst class is: 202. (2) Reactant: [N:1]1([CH2:7][C:8]2[C:13]([C:14]3[CH:19]=[CH:18][CH:17]=[CH:16][CH:15]=3)=[CH:12][C:11]([NH2:20])=[CH:10][CH:9]=2)[CH2:6][CH2:5][O:4][CH2:3][CH2:2]1.[CH2:21]([O:23][C:24]1[CH:25]=[C:26]([C:33](=[O:39])[CH2:34][CH2:35][C:36](O)=[O:37])[CH:27]=[CH:28][C:29]=1[O:30][CH2:31][CH3:32])[CH3:22].C1C=CC2N(O)N=NC=2C=1.CCN=C=NCCCN(C)C. Product: [CH2:21]([O:23][C:24]1[CH:25]=[C:26]([C:33](=[O:39])[CH2:34][CH2:35][C:36]([NH:20][C:11]2[CH:12]=[C:13]([C:14]3[CH:19]=[CH:18][CH:17]=[CH:16][CH:15]=3)[C:8]([CH2:7][N:1]3[CH2:6][CH2:5][O:4][CH2:3][CH2:2]3)=[CH:9][CH:10]=2)=[O:37])[CH:27]=[CH:28][C:29]=1[O:30][CH2:31][CH3:32])[CH3:22]. The catalyst class is: 47. (3) The catalyst class is: 7. Product: [CH:1]1([CH:7]([NH:18][C:19]2[CH:20]=[CH:21][C:22]([C:25]([OH:27])=[O:26])=[N:23][CH:24]=2)[C:8]2[S:9][C:10]3[CH:17]=[CH:16][CH:15]=[CH:14][C:11]=3[C:12]=2[CH3:13])[CH2:6][CH2:5][CH2:4][CH2:3][CH2:2]1. Reactant: [CH:1]1([CH:7]([NH:18][C:19]2[CH:20]=[CH:21][C:22]([C:25]([O:27]C)=[O:26])=[N:23][CH:24]=2)[C:8]2[S:9][C:10]3[CH:17]=[CH:16][CH:15]=[CH:14][C:11]=3[C:12]=2[CH3:13])[CH2:6][CH2:5][CH2:4][CH2:3][CH2:2]1.C(O)C.[OH-].[Na+]. (4) Reactant: [NH2:1][C:2]1[C:3]2[C:10]([C:11]3[CH:12]=[C:13]([NH:17][C:18](=[O:25])[C:19]4[CH:24]=[CH:23][CH:22]=[CH:21][CH:20]=4)[CH:14]=[CH:15][CH:16]=3)=[CH:9][N:8]([CH2:26][CH2:27][CH:28]=[CH2:29])[C:4]=2[N:5]=[CH:6][N:7]=1.C1C(=O)N([Br:37])C(=O)C1.CCOC(C)=O. Product: [NH2:1][C:2]1[C:3]2[C:10]([C:11]3[CH:12]=[C:13]([NH:17][C:18](=[O:25])[C:19]4[CH:20]=[CH:21][CH:22]=[CH:23][CH:24]=4)[CH:14]=[CH:15][CH:16]=3)=[C:9]([Br:37])[N:8]([CH2:26][CH2:27][CH:28]=[CH2:29])[C:4]=2[N:5]=[CH:6][N:7]=1. The catalyst class is: 3. (5) Reactant: [OH:1][CH2:2][C:3]1[CH:4]=[C:5]([CH:10]=[CH:11][N:12]=1)[C:6]([O:8][CH3:9])=[O:7].C(N(CC)CC)C.[CH3:20][S:21](Cl)(=[O:23])=[O:22]. Product: [CH3:20][S:21]([O:1][CH2:2][C:3]1[CH:4]=[C:5]([CH:10]=[CH:11][N:12]=1)[C:6]([O:8][CH3:9])=[O:7])(=[O:23])=[O:22]. The catalyst class is: 4.